Predict the product of the given reaction. From a dataset of Forward reaction prediction with 1.9M reactions from USPTO patents (1976-2016). (1) The product is: [C:11]([O:14][CH2:2]/[CH:3]=[C:4](\[F:10])/[C:5]([O:7][CH2:8][CH3:9])=[O:6])(=[O:13])[CH3:12]. Given the reactants Br[CH2:2]/[CH:3]=[C:4](\[F:10])/[C:5]([O:7][CH2:8][CH3:9])=[O:6].[C:11]([O-:14])(=[O:13])[CH3:12].[Na+], predict the reaction product. (2) Given the reactants [Cl:1][C:2]1[CH:3]=[C:4]2[C:9](=[CH:10][CH:11]=1)[CH:8]=[N:7][CH:6]=[CH:5]2.ClC1C=C(C=CC=1)C(OO)=[O:17], predict the reaction product. The product is: [Cl:1][C:2]1[CH:3]=[C:4]2[C:9](=[CH:10][CH:11]=1)[CH:8]=[N+:7]([O-:17])[CH:6]=[CH:5]2. (3) Given the reactants C1COCC1.CO.C([O:10][C:11]([C:13]1[C:14]([Cl:24])=[C:15]([F:23])[C:16](=[O:22])[N:17]2[C:21]=1[CH2:20][CH2:19][CH2:18]2)=[O:12])C.[Li+].[OH-], predict the reaction product. The product is: [Cl:24][C:14]1[C:13]([C:11]([OH:12])=[O:10])=[C:21]2[N:17]([CH2:18][CH2:19][CH2:20]2)[C:16](=[O:22])[C:15]=1[F:23].